From a dataset of NCI-60 drug combinations with 297,098 pairs across 59 cell lines. Regression. Given two drug SMILES strings and cell line genomic features, predict the synergy score measuring deviation from expected non-interaction effect. (1) Drug 1: CC1=C(C(=O)C2=C(C1=O)N3CC4C(C3(C2COC(=O)N)OC)N4)N. Drug 2: CS(=O)(=O)CCNCC1=CC=C(O1)C2=CC3=C(C=C2)N=CN=C3NC4=CC(=C(C=C4)OCC5=CC(=CC=C5)F)Cl. Cell line: NCIH23. Synergy scores: CSS=76.3, Synergy_ZIP=10.3, Synergy_Bliss=9.45, Synergy_Loewe=6.02, Synergy_HSA=13.5. (2) Drug 1: C1CN1P(=S)(N2CC2)N3CC3. Drug 2: CC1=C(C=C(C=C1)C(=O)NC2=CC(=CC(=C2)C(F)(F)F)N3C=C(N=C3)C)NC4=NC=CC(=N4)C5=CN=CC=C5. Cell line: HL-60(TB). Synergy scores: CSS=-1.85, Synergy_ZIP=6.13, Synergy_Bliss=1.91, Synergy_Loewe=-23.2, Synergy_HSA=-17.0. (3) Drug 1: COC1=CC(=CC(=C1O)OC)C2C3C(COC3=O)C(C4=CC5=C(C=C24)OCO5)OC6C(C(C7C(O6)COC(O7)C8=CC=CS8)O)O. Drug 2: C1CCC(C(C1)N)N.C(=O)(C(=O)[O-])[O-].[Pt+4]. Cell line: NCIH23. Synergy scores: CSS=60.8, Synergy_ZIP=2.71, Synergy_Bliss=2.09, Synergy_Loewe=5.05, Synergy_HSA=6.35. (4) Drug 1: CC1=C(C=C(C=C1)NC2=NC=CC(=N2)N(C)C3=CC4=NN(C(=C4C=C3)C)C)S(=O)(=O)N.Cl. Drug 2: C1C(C(OC1N2C=C(C(=O)NC2=O)F)CO)O. Cell line: OVCAR-8. Synergy scores: CSS=40.0, Synergy_ZIP=0.586, Synergy_Bliss=0.954, Synergy_Loewe=-29.6, Synergy_HSA=1.48. (5) Drug 1: CCC1(C2=C(COC1=O)C(=O)N3CC4=CC5=C(C=CC(=C5CN(C)C)O)N=C4C3=C2)O.Cl. Drug 2: C1C(C(OC1N2C=NC(=NC2=O)N)CO)O. Cell line: HOP-62. Synergy scores: CSS=33.7, Synergy_ZIP=-1.69, Synergy_Bliss=1.99, Synergy_Loewe=-21.1, Synergy_HSA=2.50. (6) Drug 1: C1=NC(=NC(=O)N1C2C(C(C(O2)CO)O)O)N. Drug 2: CC1=C(C(=O)C2=C(C1=O)N3CC4C(C3(C2COC(=O)N)OC)N4)N. Cell line: SR. Synergy scores: CSS=85.7, Synergy_ZIP=2.66, Synergy_Bliss=2.96, Synergy_Loewe=2.07, Synergy_HSA=5.06. (7) Drug 1: C1=NC2=C(N=C(N=C2N1C3C(C(C(O3)CO)O)F)Cl)N. Drug 2: C1=CC=C(C(=C1)C(C2=CC=C(C=C2)Cl)C(Cl)Cl)Cl. Cell line: NCI-H322M. Synergy scores: CSS=-4.04, Synergy_ZIP=2.02, Synergy_Bliss=1.02, Synergy_Loewe=-3.21, Synergy_HSA=-2.93. (8) Drug 1: C1CC(=O)NC(=O)C1N2CC3=C(C2=O)C=CC=C3N. Drug 2: C1=NC2=C(N1)C(=S)N=CN2. Cell line: SR. Synergy scores: CSS=18.1, Synergy_ZIP=-18.1, Synergy_Bliss=-28.1, Synergy_Loewe=-26.6, Synergy_HSA=-23.4.